This data is from Peptide-MHC class II binding affinity with 134,281 pairs from IEDB. The task is: Regression. Given a peptide amino acid sequence and an MHC pseudo amino acid sequence, predict their binding affinity value. This is MHC class II binding data. (1) The peptide sequence is AISFWFMCSNGSLQCRI. The MHC is DRB1_0401 with pseudo-sequence DRB1_0401. The binding affinity (normalized) is 0. (2) The peptide sequence is ALQSHDDVALVSVMW. The MHC is DRB1_0802 with pseudo-sequence DRB1_0802. The binding affinity (normalized) is 0.0692. (3) The peptide sequence is GEPAIAGFVGEQGPK. The binding affinity (normalized) is 0.149. The MHC is H-2-IAq with pseudo-sequence H-2-IAq.